From a dataset of Forward reaction prediction with 1.9M reactions from USPTO patents (1976-2016). Predict the product of the given reaction. (1) Given the reactants [CH3:1][C:2]1[CH:7]=[CH:6][C:5](OB(O)O)=[CH:4][C:3]=1[S:12][CH2:13][C:14]([F:17])([F:16])[F:15].[CH3:18][N:19]1[C:24](=[O:25])[CH:23]=[CH:22][NH:21][C:20]1=[O:26].N1C=CC=CC=1, predict the reaction product. The product is: [CH3:18][N:19]1[C:24](=[O:25])[CH:23]=[CH:22][N:21]([C:5]2[CH:6]=[CH:7][C:2]([CH3:1])=[C:3]([S:12][CH2:13][C:14]([F:17])([F:16])[F:15])[CH:4]=2)[C:20]1=[O:26]. (2) Given the reactants [C:1]([C:3]1[CH:4]=[C:5]([C:13]2[O:17][N:16]=[C:15]([C:18]3[CH:26]=[CH:25][CH:24]=[C:23]4[C:19]=3[CH2:20][CH2:21][C@H:22]4[NH:27][S:28]([CH2:31][C:32](OC)=[O:33])(=[O:30])=[O:29])[N:14]=2)[CH:6]=[CH:7][C:8]=1[O:9][CH:10]([CH3:12])[CH3:11])#[N:2].[BH4-].[Na+].CO, predict the reaction product. The product is: [C:1]([C:3]1[CH:4]=[C:5]([C:13]2[O:17][N:16]=[C:15]([C:18]3[CH:26]=[CH:25][CH:24]=[C:23]4[C:19]=3[CH2:20][CH2:21][C@H:22]4[NH:27][S:28]([CH2:31][CH2:32][OH:33])(=[O:29])=[O:30])[N:14]=2)[CH:6]=[CH:7][C:8]=1[O:9][CH:10]([CH3:12])[CH3:11])#[N:2]. (3) Given the reactants I[C:2]1[CH:7]=[CH:6][C:5]([N+:8]([O-:10])=[O:9])=[CH:4][C:3]=1[O:11][CH3:12].[CH2:13]([N:16]1[CH2:20][CH2:19][CH2:18][CH2:17]1)[C:14]#[CH:15].CCN(CC)CC, predict the reaction product. The product is: [CH3:12][O:11][C:3]1[CH:4]=[C:5]([N+:8]([O-:10])=[O:9])[CH:6]=[CH:7][C:2]=1[C:15]#[C:14][CH2:13][N:16]1[CH2:20][CH2:19][CH2:18][CH2:17]1.